This data is from Forward reaction prediction with 1.9M reactions from USPTO patents (1976-2016). The task is: Predict the product of the given reaction. (1) Given the reactants [Cl:1][C:2]1[CH:3]=[C:4]([CH:7]=[C:8]([O:10][C:11]2[C:12]([OH:22])=[N:13][CH:14]=[CH:15][C:16]=2[C:17]([O:19]CC)=[CH2:18])[CH:9]=1)[C:5]#[N:6].C1C=CC(P(C2C=CC=CC=2)C2C=CC=CC=2)=CC=1.Cl, predict the reaction product. The product is: [C:17]([C:16]1[CH:15]=[CH:14][N:13]=[C:12]([OH:22])[C:11]=1[O:10][C:8]1[CH:7]=[C:4]([CH:3]=[C:2]([Cl:1])[CH:9]=1)[C:5]#[N:6])(=[O:19])[CH3:18]. (2) Given the reactants [C:1]([C:5]1[CH:11]=[CH:10][CH:9]=[CH:8][C:6]=1[NH2:7])([CH3:4])([CH3:3])[CH3:2].[C:12](Cl)(Cl)=[S:13].C(N(C(C)C)C(C)C)C, predict the reaction product. The product is: [C:1]([C:5]1[CH:11]=[CH:10][CH:9]=[CH:8][C:6]=1[N:7]=[C:12]=[S:13])([CH3:4])([CH3:2])[CH3:3]. (3) Given the reactants C([O:8][C:9]1[CH:10]=[CH:11][C:12]2[N:13]([CH2:25][OH:26])[C:14]3[C:19]([C:20]=2[CH:21]=1)=[CH:18][C:17]([N:22]([CH3:24])[CH3:23])=[CH:16][CH:15]=3)C1C=CC=CC=1.[C:27](O)(=O)C, predict the reaction product. The product is: [CH3:23][N:22]([CH3:24])[C:17]1[CH:18]=[C:19]2[C:14](=[CH:15][CH:16]=1)[N:13]([CH2:25][O:26][CH3:27])[C:12]1[CH:11]=[CH:10][C:9]([OH:8])=[CH:21][C:20]2=1. (4) Given the reactants [CH2:1]([O:8]/[N:9]=[C:10](/[C:12]1[CH:17]=[CH:16][C:15]([N:18]2[C:22](=[O:23])[NH:21][NH:20][C:19]2=[O:24])=[CH:14][CH:13]=1)\[CH3:11])[C:2]1[CH:7]=[CH:6][CH:5]=[CH:4][CH:3]=1, predict the reaction product. The product is: [CH2:1]([O:8]/[N:9]=[C:10](/[C:12]1[CH:17]=[CH:16][C:15]([N:18]2[C:19](=[O:24])[N:20]=[N:21][C:22]2=[O:23])=[CH:14][CH:13]=1)\[CH3:11])[C:2]1[CH:3]=[CH:4][CH:5]=[CH:6][CH:7]=1. (5) Given the reactants Br[C:2]1[CH:3]=[C:4]2[C:9](=[CH:10][CH:11]=1)[N:8]=[CH:7][N:6]=[C:5]2[O:12][CH:13]([CH3:15])[CH3:14].C(=O)([O-])[O-].[K+].[K+].[S:22]1[CH:26]=[CH:25][C:24](B(O)O)=[CH:23]1, predict the reaction product. The product is: [CH:13]([O:12][C:5]1[C:4]2[C:9](=[CH:10][CH:11]=[C:2]([C:24]3[CH:25]=[CH:26][S:22][CH:23]=3)[CH:3]=2)[N:8]=[CH:7][N:6]=1)([CH3:15])[CH3:14]. (6) Given the reactants N#N.[CH2:3]([O:5][C:6]([C:8]1[N:9]=[C:10]([CH2:13]OS(C)(=O)=O)[O:11][CH:12]=1)=[O:7])[CH3:4].Cl.[NH:20]1[C:24]([C:25](=[O:27])[CH3:26])=[CH:23][CH:22]=[N:21]1.C([O-])([O-])=O.[K+].[K+], predict the reaction product. The product is: [CH2:3]([O:5][C:6]([C:8]1[N:9]=[C:10]([CH2:13][N:21]2[CH:22]=[CH:23][C:24]([C:25](=[O:27])[CH3:26])=[N:20]2)[O:11][CH:12]=1)=[O:7])[CH3:4]. (7) Given the reactants [F:1][C:2]([CH3:28])([CH3:27])[CH2:3][N:4]1[CH2:9][CH2:8][CH:7]([CH2:10][O:11][C:12]2[CH:17]=[CH:16][C:15]([C:18]3[CH:19]=[CH:20][C:21]([C:24]([OH:26])=O)=[N:22][CH:23]=3)=[CH:14][CH:13]=2)[CH2:6][CH2:5]1.[NH:29]1[CH2:34][CH2:33][CH2:32][C@@H:31]([OH:35])[CH2:30]1.CCN(C(C)C)C(C)C.CCN=C=NCCCN(C)C.C1C=CC2N(O)N=NC=2C=1, predict the reaction product. The product is: [F:1][C:2]([CH3:27])([CH3:28])[CH2:3][N:4]1[CH2:9][CH2:8][CH:7]([CH2:10][O:11][C:12]2[CH:13]=[CH:14][C:15]([C:18]3[CH:19]=[CH:20][C:21]([C:24]([N:29]4[CH2:34][CH2:33][CH2:32][C@@H:31]([OH:35])[CH2:30]4)=[O:26])=[N:22][CH:23]=3)=[CH:16][CH:17]=2)[CH2:6][CH2:5]1.